Dataset: Forward reaction prediction with 1.9M reactions from USPTO patents (1976-2016). Task: Predict the product of the given reaction. (1) Given the reactants ClC1C=CC=CC=1[C:4]([NH:6][C:7]1[CH:12]=[CH:11][C:10]([C:13]2[S:17][C:16]([CH2:18][CH2:19][NH:20][S:21]([C:24]([F:27])([F:26])[F:25])(=[O:23])=[O:22])=[N:15][CH:14]=2)=[CH:9][CH:8]=1)=[O:5].NC1C=CC(C2SC(CCNS(C(F)(F)F)(=O)=O)=NC=2)=CC=1.[C:54]1([C:60]2[O:61][C:62]([C:68]([F:71])([F:70])[F:69])=[C:63](C(Cl)=O)[N:64]=2)[CH:59]=[CH:58][CH:57]=[CH:56][CH:55]=1, predict the reaction product. The product is: [C:54]1([C:60]2[O:61][C:62]([C:68]([F:71])([F:70])[F:69])=[C:63]([C:4]([NH:6][C:7]3[CH:12]=[CH:11][C:10]([C:13]4[S:17][C:16]([CH2:18][CH2:19][NH:20][S:21]([C:24]([F:25])([F:26])[F:27])(=[O:22])=[O:23])=[N:15][CH:14]=4)=[CH:9][CH:8]=3)=[O:5])[N:64]=2)[CH:55]=[CH:56][CH:57]=[CH:58][CH:59]=1. (2) Given the reactants CCN(C(C)C)C(C)C.[C:10]([O:14][C:15]([N:17]([CH2:29][C:30]([NH:32][NH2:33])=[O:31])[CH:18]1[CH2:21][N:20]([C:22]([O:24][C:25]([CH3:28])([CH3:27])[CH3:26])=[O:23])[CH2:19]1)=[O:16])([CH3:13])([CH3:12])[CH3:11].[CH2:34]([O:41][N:42]1[C:48](=[O:49])[N:47]2[CH2:50][C@H:43]1[CH2:44][CH2:45][CH:46]2[C:51](O)=[O:52])[C:35]1[CH:40]=[CH:39][CH:38]=[CH:37][CH:36]=1.CN(C(ON1N=NC2C=CC=NC1=2)=[N+](C)C)C.F[P-](F)(F)(F)(F)F, predict the reaction product. The product is: [CH2:34]([O:41][N:42]1[C:48](=[O:49])[N:47]2[CH2:50][C@H:43]1[CH2:44][CH2:45][C@H:46]2[C:51]([NH:33][NH:32][C:30](=[O:31])[CH2:29][N:17]([C:15]([O:14][C:10]([CH3:11])([CH3:12])[CH3:13])=[O:16])[CH:18]1[CH2:21][N:20]([C:22]([O:24][C:25]([CH3:26])([CH3:27])[CH3:28])=[O:23])[CH2:19]1)=[O:52])[C:35]1[CH:36]=[CH:37][CH:38]=[CH:39][CH:40]=1. (3) Given the reactants [CH3:1][C:2]1[C:3]([C:8]([O:10][CH3:11])=[O:9])=[N:4][CH:5]=[CH:6][N:7]=1.C(OOC(=O)C1C=CC=CC=1)(=O)C1C=CC=CC=1.C(Cl)(Cl)[Cl:31], predict the reaction product. The product is: [Cl:31][CH2:1][C:2]1[C:3]([C:8]([O:10][CH3:11])=[O:9])=[N:4][CH:5]=[CH:6][N:7]=1. (4) Given the reactants [Cl:1][C:2]1[CH:7]=[CH:6][CH:5]=[CH:4][C:3]=1[C:8]([C:11]1[N:12]([C:21]2[CH:26]=[CH:25][C:24]([C:27]3[CH:32]=[CH:31][CH:30]=[C:29]([S:33]([CH3:36])(=[O:35])=[O:34])[CH:28]=3)=[CH:23][CH:22]=2)[CH:13]=[C:14]([CH:16]2[CH2:20][CH2:19][CH2:18][NH:17]2)[N:15]=1)([CH3:10])[CH3:9].CO.C=O.[BH3-][C:42]#N.[Na+], predict the reaction product. The product is: [Cl:1][C:2]1[CH:7]=[CH:6][CH:5]=[CH:4][C:3]=1[C:8]([C:11]1[N:12]([C:21]2[CH:26]=[CH:25][C:24]([C:27]3[CH:32]=[CH:31][CH:30]=[C:29]([S:33]([CH3:36])(=[O:35])=[O:34])[CH:28]=3)=[CH:23][CH:22]=2)[CH:13]=[C:14]([CH:16]2[CH2:20][CH2:19][CH2:18][N:17]2[CH3:42])[N:15]=1)([CH3:10])[CH3:9]. (5) Given the reactants [NH2:1][C:2]1[C:3]2[C:10]([C:11]3[CH:16]=[CH:15][C:14]([NH:17][C:18]([NH:20][C:21]4[CH:26]=[CH:25][CH:24]=[C:23]([CH3:27])[CH:22]=4)=[O:19])=[CH:13][CH:12]=3)=[C:9]([CH2:28][CH2:29][O:30][Si](C(C)(C)C)(C)C)[S:8][C:4]=2[N:5]=[CH:6][N:7]=1.CCCC[N+](CCCC)(CCCC)CCCC.[F-], predict the reaction product. The product is: [NH2:1][C:2]1[C:3]2[C:10]([C:11]3[CH:16]=[CH:15][C:14]([NH:17][C:18]([NH:20][C:21]4[CH:26]=[CH:25][CH:24]=[C:23]([CH3:27])[CH:22]=4)=[O:19])=[CH:13][CH:12]=3)=[C:9]([CH2:28][CH2:29][OH:30])[S:8][C:4]=2[N:5]=[CH:6][N:7]=1. (6) Given the reactants [CH3:1][O:2][C:3]1(C2C=C(CBr)C=CC=2)[CH2:8][CH2:7][O:6][CH2:5][CH2:4]1.C(OC)(=O)C[SH:19].[CH2:23]1[CH2:33][CH2:32]N2[C:26](=NCCC2)[CH2:25][CH2:24]1.[CH2:34]1[CH2:38][O:37][CH2:36][CH2:35]1, predict the reaction product. The product is: [CH3:1][O:2][C:3]1([C:33]2[CH:32]=[C:26]([CH:35]([CH3:34])[C:36]([O:37][CH3:38])=[S:19])[CH:25]=[CH:24][CH:23]=2)[CH2:4][CH2:5][O:6][CH2:7][CH2:8]1. (7) Given the reactants [CH3:1][N:2]1[CH2:7][CH2:6][CH2:5][CH2:4][CH2:3]1.[CH2:8]([O:10][C:11](=[O:14])[CH2:12][Br:13])[CH3:9], predict the reaction product. The product is: [Br-:13].[CH2:8]([O:10][C:11](=[O:14])[CH2:12][N+:2]1([CH3:1])[CH2:7][CH2:6][CH2:5][CH2:4][CH2:3]1)[CH3:9]. (8) Given the reactants [C:9](O[C:9]([O:11][C:12]([CH3:15])([CH3:14])[CH3:13])=[O:10])([O:11][C:12]([CH3:15])([CH3:14])[CH3:13])=[O:10].Cl.[C:17]1([C:23]2([C:29](=[O:32])[CH2:30][CH3:31])[CH2:28][CH2:27][NH:26][CH2:25][CH2:24]2)[CH:22]=[CH:21][CH:20]=[CH:19][CH:18]=1.C(N(CC)CC)C.O, predict the reaction product. The product is: [C:17]1([C:23]2([C:29](=[O:32])[CH2:30][CH3:31])[CH2:24][CH2:25][N:26]([C:9]([O:11][C:12]([CH3:13])([CH3:14])[CH3:15])=[O:10])[CH2:27][CH2:28]2)[CH:18]=[CH:19][CH:20]=[CH:21][CH:22]=1.